This data is from NCI-60 drug combinations with 297,098 pairs across 59 cell lines. The task is: Regression. Given two drug SMILES strings and cell line genomic features, predict the synergy score measuring deviation from expected non-interaction effect. (1) Drug 1: CC(C1=C(C=CC(=C1Cl)F)Cl)OC2=C(N=CC(=C2)C3=CN(N=C3)C4CCNCC4)N. Drug 2: C1C(C(OC1N2C=C(C(=O)NC2=O)F)CO)O. Cell line: HCC-2998. Synergy scores: CSS=35.1, Synergy_ZIP=-8.60, Synergy_Bliss=-15.4, Synergy_Loewe=-15.7, Synergy_HSA=-13.8. (2) Drug 2: CCC1(CC2CC(C3=C(CCN(C2)C1)C4=CC=CC=C4N3)(C5=C(C=C6C(=C5)C78CCN9C7C(C=CC9)(C(C(C8N6C)(C(=O)OC)O)OC(=O)C)CC)OC)C(=O)OC)O.OS(=O)(=O)O. Synergy scores: CSS=-4.07, Synergy_ZIP=2.82, Synergy_Bliss=3.32, Synergy_Loewe=-2.54, Synergy_HSA=-1.48. Cell line: MCF7. Drug 1: C1=CC(=CC=C1C#N)C(C2=CC=C(C=C2)C#N)N3C=NC=N3. (3) Drug 1: C1=C(C(=O)NC(=O)N1)N(CCCl)CCCl. Drug 2: CC1CCC2CC(C(=CC=CC=CC(CC(C(=O)C(C(C(=CC(C(=O)CC(OC(=O)C3CCCCN3C(=O)C(=O)C1(O2)O)C(C)CC4CCC(C(C4)OC)O)C)C)O)OC)C)C)C)OC. Cell line: TK-10. Synergy scores: CSS=20.1, Synergy_ZIP=-9.42, Synergy_Bliss=-4.97, Synergy_Loewe=-6.90, Synergy_HSA=-1.10. (4) Drug 1: C1CNP(=O)(OC1)N(CCCl)CCCl. Drug 2: B(C(CC(C)C)NC(=O)C(CC1=CC=CC=C1)NC(=O)C2=NC=CN=C2)(O)O. Cell line: PC-3. Synergy scores: CSS=13.2, Synergy_ZIP=-2.65, Synergy_Bliss=-5.72, Synergy_Loewe=-51.6, Synergy_HSA=-5.37. (5) Drug 1: C(=O)(N)NO. Drug 2: CC12CCC3C(C1CCC2OP(=O)(O)O)CCC4=C3C=CC(=C4)OC(=O)N(CCCl)CCCl.[Na+]. Cell line: SNB-19. Synergy scores: CSS=6.43, Synergy_ZIP=-1.28, Synergy_Bliss=2.12, Synergy_Loewe=0.106, Synergy_HSA=0.971. (6) Drug 1: CC1=CC=C(C=C1)C2=CC(=NN2C3=CC=C(C=C3)S(=O)(=O)N)C(F)(F)F. Drug 2: C1=NC2=C(N=C(N=C2N1C3C(C(C(O3)CO)O)O)F)N. Cell line: MDA-MB-231. Synergy scores: CSS=16.3, Synergy_ZIP=-0.281, Synergy_Bliss=4.24, Synergy_Loewe=2.13, Synergy_HSA=5.20.